From a dataset of Full USPTO retrosynthesis dataset with 1.9M reactions from patents (1976-2016). Predict the reactants needed to synthesize the given product. (1) Given the product [CH3:15][N:16]([CH3:20])[C:17]([N:5]1[CH2:6][CH2:7][CH:2]([OH:1])[CH2:3][CH2:4]1)=[O:18], predict the reactants needed to synthesize it. The reactants are: [OH:1][CH:2]1[CH2:7][CH2:6][NH:5][CH2:4][CH2:3]1.C(N(CC)CC)C.[CH3:15][N:16]([CH3:20])[C:17](Cl)=[O:18]. (2) The reactants are: [O:1]1[C:10]2[CH:9]=[C:8]([CH2:11][N:12]([CH:20]3[CH2:25][CH2:24][N:23]([CH2:26][CH2:27][N:28]4[C:37]5[C:32](=[N:33][CH:34]=[C:35]([F:38])[CH:36]=5)[CH:31]=[CH:30][C:29]4=[O:39])[CH2:22][CH2:21]3)C(=O)OC(C)(C)C)[N:7]=[CH:6][C:5]=2[O:4][CH2:3][CH2:2]1.O.C(OCC)(=O)C.[OH-].[Na+]. Given the product [O:1]1[C:10]2[CH:9]=[C:8]([CH2:11][NH:12][CH:20]3[CH2:25][CH2:24][N:23]([CH2:26][CH2:27][N:28]4[C:37]5[C:32](=[N:33][CH:34]=[C:35]([F:38])[CH:36]=5)[CH:31]=[CH:30][C:29]4=[O:39])[CH2:22][CH2:21]3)[N:7]=[CH:6][C:5]=2[O:4][CH2:3][CH2:2]1, predict the reactants needed to synthesize it. (3) Given the product [CH2:26]([C@@H:5]1[CH2:6][O:7][C:8]2=[C:9]3[C:14](=[CH:15][CH:16]=[C:17]2[N:4]1[CH2:1][CH2:2][CH3:3])[N:13]=[C:12]([O:18][CH:19]([CH3:20])[CH3:21])[CH:11]=[C:10]3[C:22]([F:23])([F:25])[F:24])[CH3:27], predict the reactants needed to synthesize it. The reactants are: [CH2:1]([N:4]1[C:17]2[C:8](=[C:9]3[C:14](=[CH:15][CH:16]=2)[N:13]=[C:12]([O:18][CH:19]([CH3:21])[CH3:20])[CH:11]=[C:10]3[C:22]([F:25])([F:24])[F:23])[O:7][CH2:6][C@H:5]1[CH2:26][CH3:27])[CH:2]=[CH2:3].CCN(CC)CC. (4) Given the product [CH:20]([O:12][C:5]1[C:6]2[C:11](=[CH:10][CH:9]=[CH:8][CH:7]=2)[C:2]([Br:1])=[CH:3][CH:4]=1)([CH3:22])[CH3:21], predict the reactants needed to synthesize it. The reactants are: [Br:1][C:2]1[C:11]2[C:6](=[CH:7][CH:8]=[CH:9][CH:10]=2)[C:5]([OH:12])=[CH:4][CH:3]=1.C(=O)([O-])[O-].[K+].[K+].Br[CH:20]([CH3:22])[CH3:21]. (5) Given the product [CH3:8][O:9][C:10](=[O:51])/[C:11](/[NH:30][C:31](=[O:50])[C:32]1[CH:37]=[CH:36][C:35]([C:38]([NH:40][CH2:41][C:42]2[CH:47]=[CH:46][CH:45]=[C:44]([OH:48])[CH:43]=2)=[O:39])=[CH:34][C:33]=1[Cl:49])=[CH:12]/[C:13]1[S:17][C:16]([NH2:18])=[N:15][C:14]=1[C:26]([F:29])([F:28])[F:27], predict the reactants needed to synthesize it. The reactants are: C([SiH](CC)CC)C.[CH3:8][O:9][C:10](=[O:51])/[C:11](/[NH:30][C:31](=[O:50])[C:32]1[CH:37]=[CH:36][C:35]([C:38]([NH:40][CH2:41][C:42]2[CH:47]=[CH:46][CH:45]=[C:44]([OH:48])[CH:43]=2)=[O:39])=[CH:34][C:33]=1[Cl:49])=[CH:12]/[C:13]1[S:17][C:16]([NH:18]C(OC(C)(C)C)=O)=[N:15][C:14]=1[C:26]([F:29])([F:28])[F:27].FC(F)(F)C(O)=O. (6) Given the product [CH3:1][O:2][C:3](=[O:16])[CH2:4][CH2:5][CH:6]([N:8]1[C:9]2[CH:14]=[CH:13][CH:12]=[CH:11][C:10]=2[NH:15][C:17]1=[O:18])[CH3:7], predict the reactants needed to synthesize it. The reactants are: [CH3:1][O:2][C:3](=[O:16])[CH2:4][CH2:5][CH:6]([NH:8][C:9]1[CH:14]=[CH:13][CH:12]=[CH:11][C:10]=1[NH2:15])[CH3:7].[C:17](N1C=CN=C1)(N1C=CN=C1)=[O:18]. (7) Given the product [C:1]([O:5][C:6]([N:8]1[C:12](=[O:13])/[C:11](=[CH:6]\[N:8]([CH3:12])[CH3:9])/[CH:10]2[CH2:14][C:15]3[C:20]([CH:9]12)=[CH:19][CH:18]=[CH:17][CH:16]=3)=[O:7])([CH3:4])([CH3:2])[CH3:3], predict the reactants needed to synthesize it. The reactants are: [C:1]([O:5][C:6]([N:8]1[C:12](=[O:13])[CH2:11][CH:10]2[CH2:14][C:15]3[C:20]([CH:9]12)=[CH:19][CH:18]=[CH:17][CH:16]=3)=[O:7])([CH3:4])([CH3:3])[CH3:2]. (8) Given the product [ClH:6].[CH:35]([O:26][C:25]([C:21]1[CH:22]=[C:23]([CH3:24])[C:14]2[O:13][C:12]3[C:7]([Cl:6])=[CH:8][C:9]([N:28]4[CH2:29][CH2:30][NH:31][CH2:32][CH2:33]4)=[CH:10][C:11]=3[CH2:17][S:16](=[O:18])(=[O:19])[C:15]=2[CH:20]=1)=[O:27])([CH3:37])[CH3:36], predict the reactants needed to synthesize it. The reactants are: S(=O)(=O)(O)O.[Cl:6][C:7]1[C:12]2[O:13][C:14]3[C:23]([CH3:24])=[CH:22][C:21]([C:25]([OH:27])=[O:26])=[CH:20][C:15]=3[S:16](=[O:19])(=[O:18])[CH2:17][C:11]=2[CH:10]=[C:9]([N:28]2[CH2:33][CH2:32][NH:31][CH2:30][CH2:29]2)[CH:8]=1.Cl.[CH:35](O)([CH3:37])[CH3:36]. (9) Given the product [OH:35][CH:34]([C:36]1[O:37][C:38]([CH2:41][O:42][CH3:43])=[N:39][N:40]=1)[CH:33]([NH:32][C:26](=[O:25])[C:13]([CH3:46])([S:14]([CH2:17][C:18]1[CH:19]=[CH:20][CH:21]=[CH:22][CH:23]=1)(=[O:15])=[O:16])[CH2:9][C:10]([N:61]1[CH2:66][CH2:65][O:64][CH2:63][CH2:62]1)=[O:12])[CH2:44][CH3:45], predict the reactants needed to synthesize it. The reactants are: N1(C(=O)C[CH:9]([CH2:13][S:14]([CH2:17][C:18]2[CH:23]=[CH:22][CH:21]=[CH:20][CH:19]=2)(=[O:16])=[O:15])[C:10]([OH:12])=O)CCOCC1.[OH:25][C:26](C(F)(F)F)=O.[NH2:32][CH:33]([CH2:44][CH3:45])[C:34]([C:36]1[O:37][C:38]([CH2:41][O:42][CH3:43])=[N:39][N:40]=1)=[O:35].[CH:46]1C=CC2N(O)N=NC=2C=1.C(Cl)CCl.C[N:61]1[CH2:66][CH2:65][O:64][CH2:63][CH2:62]1.